Dataset: Full USPTO retrosynthesis dataset with 1.9M reactions from patents (1976-2016). Task: Predict the reactants needed to synthesize the given product. (1) Given the product [Cl:11][C:4]1[N:3]=[C:2]([NH:17][CH2:16][CH2:15][C:14]([CH3:18])([N+:19]([O-:21])=[O:20])[CH3:13])[C:7]([N+:8]([O-:10])=[O:9])=[CH:6][CH:5]=1, predict the reactants needed to synthesize it. The reactants are: Cl[C:2]1[C:7]([N+:8]([O-:10])=[O:9])=[CH:6][CH:5]=[C:4]([Cl:11])[N:3]=1.Cl.[CH3:13][C:14]([N+:19]([O-:21])=[O:20])([CH3:18])[CH2:15][CH2:16][NH2:17].C(N(CC)CC)C. (2) Given the product [OH:33][C:5]1[CH:6]=[CH:7][C:8]([CH2:10][NH:11][C:12]([C:14]2[C:15](=[O:32])[NH:16][C:17]3[C:22]([CH:23]=2)=[CH:21][CH:20]=[C:19]([O:24][CH3:25])[C:18]=3[O:26][CH2:27][CH2:28][CH2:29][CH2:30][CH3:31])=[O:13])=[CH:9][C:4]=1[C:3]([OH:34])=[O:2], predict the reactants needed to synthesize it. The reactants are: C[O:2][C:3](=[O:34])[C:4]1[CH:9]=[C:8]([CH2:10][NH:11][C:12]([C:14]2[C:15](=[O:32])[NH:16][C:17]3[C:22]([CH:23]=2)=[CH:21][CH:20]=[C:19]([O:24][CH3:25])[C:18]=3[O:26][CH2:27][CH2:28][CH2:29][CH2:30][CH3:31])=[O:13])[CH:7]=[CH:6][C:5]=1[OH:33].[OH-].[Na+].O.Cl. (3) Given the product [C:20]([NH:1][CH2:2][CH2:3][C:4]1[CH:19]=[CH:18][C:7]([O:8][C:9]2[CH:17]=[CH:16][C:12]([C:13]([NH2:15])=[O:14])=[CH:11][N:10]=2)=[CH:6][CH:5]=1)(=[O:27])[C:21]1[CH:26]=[CH:25][CH:24]=[CH:23][CH:22]=1, predict the reactants needed to synthesize it. The reactants are: [NH2:1][CH2:2][CH2:3][C:4]1[CH:19]=[CH:18][C:7]([O:8][C:9]2[CH:17]=[CH:16][C:12]([C:13]([NH2:15])=[O:14])=[CH:11][N:10]=2)=[CH:6][CH:5]=1.[C:20](Cl)(=[O:27])[C:21]1[CH:26]=[CH:25][CH:24]=[CH:23][CH:22]=1.CCN(CC)CC.